This data is from NCI-60 drug combinations with 297,098 pairs across 59 cell lines. The task is: Regression. Given two drug SMILES strings and cell line genomic features, predict the synergy score measuring deviation from expected non-interaction effect. (1) Drug 1: C1=CC(=CC=C1CCC2=CNC3=C2C(=O)NC(=N3)N)C(=O)NC(CCC(=O)O)C(=O)O. Drug 2: CC12CCC3C(C1CCC2O)C(CC4=C3C=CC(=C4)O)CCCCCCCCCS(=O)CCCC(C(F)(F)F)(F)F. Cell line: SK-MEL-2. Synergy scores: CSS=12.8, Synergy_ZIP=-4.17, Synergy_Bliss=-3.61, Synergy_Loewe=-14.7, Synergy_HSA=-3.73. (2) Synergy scores: CSS=4.88, Synergy_ZIP=-1.31, Synergy_Bliss=-1.24, Synergy_Loewe=-5.99, Synergy_HSA=-1.93. Cell line: HCT-15. Drug 2: C(=O)(N)NO. Drug 1: CS(=O)(=O)C1=CC(=C(C=C1)C(=O)NC2=CC(=C(C=C2)Cl)C3=CC=CC=N3)Cl. (3) Drug 1: C1=CN(C(=O)N=C1N)C2C(C(C(O2)CO)O)O.Cl. Drug 2: C1CC(C1)(C(=O)O)C(=O)O.[NH2-].[NH2-].[Pt+2]. Cell line: LOX IMVI. Synergy scores: CSS=48.7, Synergy_ZIP=-0.222, Synergy_Bliss=1.60, Synergy_Loewe=-11.2, Synergy_HSA=5.48. (4) Drug 1: CC1=C(N=C(N=C1N)C(CC(=O)N)NCC(C(=O)N)N)C(=O)NC(C(C2=CN=CN2)OC3C(C(C(C(O3)CO)O)O)OC4C(C(C(C(O4)CO)O)OC(=O)N)O)C(=O)NC(C)C(C(C)C(=O)NC(C(C)O)C(=O)NCCC5=NC(=CS5)C6=NC(=CS6)C(=O)NCCC[S+](C)C)O. Drug 2: C1C(C(OC1N2C=NC(=NC2=O)N)CO)O. Cell line: CCRF-CEM. Synergy scores: CSS=47.2, Synergy_ZIP=-5.37, Synergy_Bliss=-2.87, Synergy_Loewe=5.65, Synergy_HSA=6.98. (5) Drug 1: CNC(=O)C1=CC=CC=C1SC2=CC3=C(C=C2)C(=NN3)C=CC4=CC=CC=N4. Drug 2: C1=NC2=C(N1)C(=S)N=C(N2)N. Cell line: SK-OV-3. Synergy scores: CSS=45.7, Synergy_ZIP=0.396, Synergy_Bliss=2.81, Synergy_Loewe=-1.08, Synergy_HSA=1.44.